This data is from Peptide-MHC class II binding affinity with 134,281 pairs from IEDB. The task is: Regression. Given a peptide amino acid sequence and an MHC pseudo amino acid sequence, predict their binding affinity value. This is MHC class II binding data. (1) The peptide sequence is SQCLELSWNLNGLQAY. The MHC is HLA-DQA10301-DQB10302 with pseudo-sequence HLA-DQA10301-DQB10302. The binding affinity (normalized) is 0.232. (2) The peptide sequence is IVYIKPAKNIYSFNE. The MHC is DRB3_0202 with pseudo-sequence DRB3_0202. The binding affinity (normalized) is 0.919. (3) The peptide sequence is SGIAFGSMAKKGDEQ. The MHC is DRB1_0802 with pseudo-sequence DRB1_0802. The binding affinity (normalized) is 0.278. (4) The peptide sequence is HCNEMSWIQSIPFVH. The MHC is HLA-DQA10501-DQB10201 with pseudo-sequence HLA-DQA10501-DQB10201. The binding affinity (normalized) is 0.172. (5) The peptide sequence is MILVGVIMMFLSLGV. The MHC is DRB1_1501 with pseudo-sequence DRB1_1501. The binding affinity (normalized) is 0.417. (6) The peptide sequence is MSQIMYNYPAMMAHA. The MHC is HLA-DQA10301-DQB10302 with pseudo-sequence HLA-DQA10301-DQB10302. The binding affinity (normalized) is 0.377.